Dataset: Reaction yield outcomes from USPTO patents with 853,638 reactions. Task: Predict the reaction yield, written as a fraction of the theoretical maximum amount of product (1.0 means a 100% yield; for example, 0.34 means a 34% yield). (1) The reactants are [Cl:1][C:2]1[C:7]([S:8]([N:11]2[CH2:16][CH2:15][S:14](=[O:17])[CH2:13][CH2:12]2)(=[O:10])=[O:9])=[C:6]([OH:18])[C:5]([N+:19]([O-])=O)=[CH:4][CH:3]=1.[H][H]. The catalyst is [Pd]. The product is [Cl:1][C:2]1[CH:3]=[CH:4][C:5]([NH2:19])=[C:6]([OH:18])[C:7]=1[S:8]([N:11]1[CH2:12][CH2:13][S:14](=[O:17])[CH2:15][CH2:16]1)(=[O:10])=[O:9]. The yield is 0.950. (2) The product is [CH2:18]([CH:22]1[CH2:23][CH:24]2[N:29]([CH2:14][C@@H:13]([CH3:16])[CH2:12][N:7]3[C:6]4[CH:17]=[C:2]([F:1])[CH:3]=[CH:4][C:5]=4[O:10][CH2:9][C:8]3=[O:11])[CH:27]([CH2:26][CH2:25]2)[CH2:28]1)[CH2:19][CH2:20][CH3:21]. The catalyst is CCCCCCC.CCOC(C)=O. The yield is 0.580. The reactants are [F:1][C:2]1[CH:3]=[CH:4][C:5]2[O:10][CH2:9][C:8](=[O:11])[N:7]([CH2:12][C@H:13]([CH3:16])[CH2:14]I)[C:6]=2[CH:17]=1.[CH2:18]([CH:22]1[CH2:28][CH:27]2[NH:29][CH:24]([CH2:25][CH2:26]2)[CH2:23]1)[CH2:19][CH2:20][CH3:21].